This data is from Full USPTO retrosynthesis dataset with 1.9M reactions from patents (1976-2016). The task is: Predict the reactants needed to synthesize the given product. (1) Given the product [F:13][C:9]1[CH:8]=[C:7]([N:6]2[CH:2]=[C:3]([C:14]([OH:16])=[O:15])[CH:4]=[N:5]2)[CH:12]=[CH:11][CH:10]=1, predict the reactants needed to synthesize it. The reactants are: N[C:2]1[N:6]([C:7]2[CH:12]=[CH:11][CH:10]=[C:9]([F:13])[CH:8]=2)[N:5]=[CH:4][C:3]=1[C:14]([O:16]CC)=[O:15].N(OCCC(C)C)=O.[Li+].[OH-].Cl. (2) Given the product [CH:4]([NH:8][C:9]1[CH:10]=[C:11]([NH:30][CH2:38][CH:39]2[CH2:40][CH2:41][O:42][CH2:43][CH2:44]2)[C:12]2[N:13]([C:15]([C:18]3[CH:23]=[CH:22][C:21]([C:24]([NH:25][CH:26]4[CH2:27][CH2:28]4)=[O:29])=[CH:20][CH:19]=3)=[CH:16][N:17]=2)[N:14]=1)([CH2:6][CH3:7])[CH3:5], predict the reactants needed to synthesize it. The reactants are: ClCCl.[CH:4]([NH:8][C:9]1[CH:10]=[C:11]([N:30]([CH2:38][CH:39]2[CH2:44][CH2:43][O:42][CH2:41][CH2:40]2)C(=O)OC(C)(C)C)[C:12]2[N:13]([C:15]([C:18]3[CH:23]=[CH:22][C:21]([C:24](=[O:29])[NH:25][CH:26]4[CH2:28][CH2:27]4)=[CH:20][CH:19]=3)=[CH:16][N:17]=2)[N:14]=1)([CH2:6][CH3:7])[CH3:5].C(O)(C(F)(F)F)=O.[OH-].[Na+]. (3) Given the product [Cl:1][C:2]1[C:10]([N:11]([CH3:20])[S:12]([C:15]2[S:16][CH:17]=[CH:18][CH:19]=2)(=[O:14])=[O:13])=[C:9]2[C:5]([CH:6]=[C:7]([C:21](=[S:33])[NH2:23])[NH:8]2)=[CH:4][CH:3]=1, predict the reactants needed to synthesize it. The reactants are: [Cl:1][C:2]1[C:10]([N:11]([CH3:20])[S:12]([C:15]2[S:16][CH:17]=[CH:18][CH:19]=2)(=[O:14])=[O:13])=[C:9]2[C:5]([CH:6]=[C:7]([C:21]([NH2:23])=O)[NH:8]2)=[CH:4][CH:3]=1.COC1C=CC(P2(SP(C3C=CC(OC)=CC=3)(=S)S2)=[S:33])=CC=1. (4) Given the product [C:35]([C:39]1[O:43][N:42]=[C:41]([C:17]([NH:16][CH2:15][C:12]2[CH:13]=[CH:14][C:9]([C:6]3[CH:5]=[CH:4][N:3]=[C:2]4[NH:1][C:30]([C:29]5[CH:32]=[CH:33][CH:34]=[C:27]([O:26][CH3:25])[CH:28]=5)=[N:8][C:7]=34)=[CH:10][C:11]=2[F:24])=[O:23])[N:40]=1)([CH3:38])([CH3:37])[CH3:36], predict the reactants needed to synthesize it. The reactants are: [NH2:1][C:2]1[C:7]([NH2:8])=[C:6]([C:9]2[CH:14]=[CH:13][C:12]([CH2:15][NH:16][C:17](=[O:23])OC(C)(C)C)=[C:11]([F:24])[CH:10]=2)[CH:5]=[CH:4][N:3]=1.[CH3:25][O:26][C:27]1[CH:28]=[C:29]([CH:32]=[CH:33][CH:34]=1)[CH:30]=O.[C:35]([C:39]1[O:43][N:42]=[C:41](C([O-])=O)[N:40]=1)([CH3:38])([CH3:37])[CH3:36]. (5) Given the product [Br:24][CH2:25][CH2:26][N:5]1[C:9]2[CH:10]=[CH:11][CH:12]=[CH:13][C:8]=2[N:7]([C:14]2[CH:19]=[CH:18][C:17]([Cl:20])=[CH:16][C:15]=2[F:21])[S:6]1(=[O:23])=[O:22], predict the reactants needed to synthesize it. The reactants are: BrCCC[N:5]1[C:9]2[CH:10]=[CH:11][CH:12]=[CH:13][C:8]=2[N:7]([C:14]2[CH:19]=[CH:18][C:17]([Cl:20])=[CH:16][C:15]=2[F:21])[S:6]1(=[O:23])=[O:22].[Br:24][CH2:25][CH2:26]O.C1(P(C2C=CC=CC=2)C2C=CC=CC=2)C=CC=CC=1.CC(OC(/N=N/C(OC(C)C)=O)=O)C.